From a dataset of Retrosynthesis with 50K atom-mapped reactions and 10 reaction types from USPTO. Predict the reactants needed to synthesize the given product. Given the product CCOC(OCC)[C@H](C)N(Cc1csc2ccccc12)C(=O)[C@H](CCCCNC(=O)OC(C)(C)C)NC(=O)CN(C)NC(=O)NCc1ccc(Cl)cc1, predict the reactants needed to synthesize it. The reactants are: CCOC(OCC)[C@H](C)N(Cc1csc2ccccc12)C(=O)[C@@H](N)CCCCNC(=O)OC(C)(C)C.CN(CC(=O)O)NC(=O)NCc1ccc(Cl)cc1.